From a dataset of Peptide-MHC class II binding affinity with 134,281 pairs from IEDB. Regression. Given a peptide amino acid sequence and an MHC pseudo amino acid sequence, predict their binding affinity value. This is MHC class II binding data. The peptide sequence is IDGKSRKECPFSNRV. The MHC is DRB5_0101 with pseudo-sequence DRB5_0101. The binding affinity (normalized) is 0.497.